Dataset: Catalyst prediction with 721,799 reactions and 888 catalyst types from USPTO. Task: Predict which catalyst facilitates the given reaction. (1) Reactant: [NH2:1][C:2]1[N:6]([CH2:7][CH:8]2[CH2:11][N:10]([C:12]([O:14][C:15]([CH3:18])([CH3:17])[CH3:16])=[O:13])[CH2:9]2)[C:5]2[CH:19]=[CH:20][CH:21]=[CH:22][C:4]=2[N:3]=1.[F:23][CH:24]([F:33])[C:25]1[S:29][C:28]([C:30](O)=[O:31])=[CH:27][CH:26]=1.C1CN([P+](ON2N=NC3C=CC=CC2=3)(N2CCCC2)N2CCCC2)CC1.F[P-](F)(F)(F)(F)F.C(N(CC)CC)C. Product: [F:23][CH:24]([F:33])[C:25]1[S:29][C:28]([C:30]([NH:1][C:2]2[N:6]([CH2:7][CH:8]3[CH2:11][N:10]([C:12]([O:14][C:15]([CH3:18])([CH3:17])[CH3:16])=[O:13])[CH2:9]3)[C:5]3[CH:19]=[CH:20][CH:21]=[CH:22][C:4]=3[N:3]=2)=[O:31])=[CH:27][CH:26]=1. The catalyst class is: 18. (2) Reactant: C([O:8][NH:9][C:10]1([CH2:45][CH2:46][CH:47]([CH3:49])[CH3:48])[C:19]2[C:14](=[CH:15][CH:16]=[CH:17][CH:18]=2)[C:13]([OH:20])=[C:12]([C:21]2[NH:26][C:25]3[CH:27]=[CH:28][C:29]([N:31]([S:38]([CH3:41])(=[O:40])=[O:39])[CH2:32][C:33]([O:35][CH2:36][CH3:37])=[O:34])=[CH:30][C:24]=3[S:23](=[O:43])(=[O:42])[N:22]=2)[C:11]1=[O:44])C1C=CC=CC=1. Product: [OH:20][C:13]1[C:14]2[C:19](=[CH:18][CH:17]=[CH:16][CH:15]=2)[C:10]([NH:9][OH:8])([CH2:45][CH2:46][CH:47]([CH3:49])[CH3:48])[C:11](=[O:44])[C:12]=1[C:21]1[NH:26][C:25]2[CH:27]=[CH:28][C:29]([N:31]([CH2:32][C:33]([O:35][CH2:36][CH3:37])=[O:34])[S:38]([CH3:41])(=[O:40])=[O:39])=[CH:30][C:24]=2[S:23](=[O:42])(=[O:43])[N:22]=1. The catalyst class is: 82. (3) Reactant: [NH2:1][C:2]1[CH:3]=[C:4]([C:8]2[C:16]3[C:11](=[N:12][CH:13]=[N:14][C:15]=3[NH2:17])[N:10]([CH:18]([CH3:20])[CH3:19])[N:9]=2)[CH:5]=[CH:6][CH:7]=1.C(N(C(C)C)CC)(C)C.[C:30](Cl)(=[O:33])[CH:31]=[CH2:32]. Product: [NH2:17][C:15]1[N:14]=[CH:13][N:12]=[C:11]2[N:10]([CH:18]([CH3:20])[CH3:19])[N:9]=[C:8]([C:4]3[CH:3]=[C:2]([NH:1][C:30](=[O:33])[CH:31]=[CH2:32])[CH:7]=[CH:6][CH:5]=3)[C:16]=12. The catalyst class is: 7. (4) Reactant: [Cl:1][C:2]1[CH:7]=[CH:6][C:5]([C:8]2[CH:16]=[CH:15][CH:14]=[C:13]3[C:9]=2[CH2:10][C:11](=[O:17])[NH:12]3)=[CH:4][CH:3]=1.[CH2:18]([O:20][C:21]([C:23]1[C:27]([CH2:28][CH2:29][CH2:30][N:31]2[CH2:36][CH2:35][N:34]([CH3:37])[CH2:33][CH2:32]2)=[C:26]([CH:38]=O)[NH:25][C:24]=1[CH3:40])=[O:22])[CH3:19]. Product: [CH2:18]([O:20][C:21]([C:23]1[C:27]([CH2:28][CH2:29][CH2:30][N:31]2[CH2:36][CH2:35][N:34]([CH3:37])[CH2:33][CH2:32]2)=[C:26]([CH:38]=[C:10]2[C:9]3[C:13](=[CH:14][CH:15]=[CH:16][C:8]=3[C:5]3[CH:4]=[CH:3][C:2]([Cl:1])=[CH:7][CH:6]=3)[NH:12][C:11]2=[O:17])[NH:25][C:24]=1[CH3:40])=[O:22])[CH3:19]. The catalyst class is: 360. (5) Reactant: [C:1]([O:5][C:6]([NH:8][C@@H:9]([C:13]1[CH:18]=[CH:17][C:16]([OH:19])=[CH:15][CH:14]=1)[C:10]([OH:12])=O)=[O:7])([CH3:4])([CH3:3])[CH3:2].C([N:23]([CH2:27][CH3:28])[CH:24]([CH3:26])C)(C)C.F[B-](F)(F)F.N1(OC(N(C)C)=[N+](C)C)C2C=CC=CC=2N=N1.N1CCCC1. Product: [C:1]([O:5][C:6](=[O:7])[NH:8][C@@H:9]([C:13]1[CH:18]=[CH:17][C:16]([OH:19])=[CH:15][CH:14]=1)[C:10](=[O:12])[N:23]1[CH2:24][CH2:26][CH2:28][CH2:27]1)([CH3:2])([CH3:3])[CH3:4]. The catalyst class is: 4. (6) Reactant: [OH:1][C:2]1[CH:3]=[C:4]([CH2:8][NH:9][C:10]([C:12]2[CH:13]=[C:14]3[C:19](=[CH:20][CH:21]=2)[N:18]=[CH:17][CH:16]=[CH:15]3)=[O:11])[CH:5]=[CH:6][CH:7]=1.Br[CH2:23][CH2:24][CH2:25][CH2:26][CH2:27][CH:28]=[CH2:29].CN(C=O)C.C(=O)([O-])[O-].[Cs+].[Cs+]. Product: [CH2:29]([O:1][C:2]1[CH:3]=[C:4]([CH2:8][NH:9][C:10]([C:12]2[CH:13]=[C:14]3[C:19](=[CH:20][CH:21]=2)[N:18]=[CH:17][CH:16]=[CH:15]3)=[O:11])[CH:5]=[CH:6][CH:7]=1)[CH2:28][CH2:27][CH2:26][CH2:25][CH:24]=[CH2:23]. The catalyst class is: 6. (7) The catalyst class is: 26. Reactant: [NH2:1][CH2:2][C@@H:3]([NH:10][C:11]([C:13]1[CH:14]=[C:15]2[C:20](=[CH:21][CH:22]=1)[N:19]=[C:18]([NH:23][C:24]([C:26]1[C:27]([C:32]3[CH:37]=[CH:36][C:35]([C:38]([F:41])([F:40])[F:39])=[CH:34][CH:33]=3)=[CH:28][CH:29]=[CH:30][CH:31]=1)=[O:25])[CH:17]=[CH:16]2)=[O:12])[C:4]1[CH:9]=[CH:8][CH:7]=[CH:6][CH:5]=1.[CH:42](=O)[C:43]1[CH:48]=[CH:47][CH:46]=[CH:45][CH:44]=1.C(O[BH-](OC(=O)C)OC(=O)C)(=O)C.[Na+]. Product: [CH2:42]([NH:1][CH2:2][C@@H:3]([NH:10][C:11]([C:13]1[CH:14]=[C:15]2[C:20](=[CH:21][CH:22]=1)[N:19]=[C:18]([NH:23][C:24]([C:26]1[C:27]([C:32]3[CH:33]=[CH:34][C:35]([C:38]([F:41])([F:39])[F:40])=[CH:36][CH:37]=3)=[CH:28][CH:29]=[CH:30][CH:31]=1)=[O:25])[CH:17]=[CH:16]2)=[O:12])[C:4]1[CH:9]=[CH:8][CH:7]=[CH:6][CH:5]=1)[C:43]1[CH:48]=[CH:47][CH:46]=[CH:45][CH:44]=1.